This data is from Peptide-MHC class I binding affinity with 185,985 pairs from IEDB/IMGT. The task is: Regression. Given a peptide amino acid sequence and an MHC pseudo amino acid sequence, predict their binding affinity value. This is MHC class I binding data. (1) The peptide sequence is IRKPKHLYV. The MHC is HLA-B18:01 with pseudo-sequence HLA-B18:01. The binding affinity (normalized) is 0.0847. (2) The peptide sequence is QTWKPDDVL. The MHC is HLA-B57:01 with pseudo-sequence HLA-B57:01. The binding affinity (normalized) is 0.0847. (3) The peptide sequence is GYLKPTTFM. The MHC is HLA-A01:01 with pseudo-sequence HLA-A01:01. The binding affinity (normalized) is 0. (4) The peptide sequence is KAGQYVTIW. The MHC is Mamu-B03 with pseudo-sequence Mamu-B03. The binding affinity (normalized) is 0. (5) The peptide sequence is YIKDLKHAT. The MHC is HLA-A68:02 with pseudo-sequence HLA-A68:02. The binding affinity (normalized) is 0.